This data is from Full USPTO retrosynthesis dataset with 1.9M reactions from patents (1976-2016). The task is: Predict the reactants needed to synthesize the given product. (1) Given the product [CH3:24][N:12]1[C:13]2[CH2:1][N:2]([C:14]([O:16][C:17]([CH3:20])([CH3:19])[CH3:18])=[O:15])[CH2:3][CH2:4][C:5]=2[C:6]2[C:11]1=[CH:10][CH:9]=[CH:8][CH:7]=2, predict the reactants needed to synthesize it. The reactants are: [CH2:1]1[C:13]2[NH:12][C:11]3[C:6](=[CH:7][CH:8]=[CH:9][CH:10]=3)[C:5]=2[CH2:4][CH2:3][N:2]1[C:14]([O:16][C:17]([CH3:20])([CH3:19])[CH3:18])=[O:15].[H-].[Na+].I[CH3:24].O. (2) Given the product [OH:25][CH2:24][C@H:19]([C:20]([CH3:21])([CH3:22])[CH3:23])[C:18]([OH:26])=[O:1], predict the reactants needed to synthesize it. The reactants are: [OH:1]O.[OH-].[Li+].C([C@@H]1COC(=O)N1[C:18](=[O:26])[C@H:19]([CH2:24][OH:25])[C:20]([CH3:23])([CH3:22])[CH3:21])C1C=CC=CC=1.[OH-].[K+]. (3) Given the product [CH2:1]([O:5][C:6]1[N:14]=[C:13]2[C:9]([N:10]=[C:11]([O:24][CH3:25])[N:12]2[CH2:15][CH2:16][CH:17]2[CH2:22][CH2:21][CH2:20][NH:19][CH2:18]2)=[C:8]([NH2:26])[N:7]=1)[CH2:2][CH2:3][CH3:4], predict the reactants needed to synthesize it. The reactants are: [CH2:1]([O:5][C:6]1[N:14]=[C:13]2[C:9]([N:10]=[C:11]([O:24][CH3:25])[N:12]2[CH2:15][CH2:16][CH2:17][CH:18]2C[CH2:22][CH2:21][CH2:20][NH:19]2)=[C:8]([NH2:26])[N:7]=1)[CH2:2][CH2:3][CH3:4].NC1N=C(OCCCC)N=C2C=1N=C(OC)N2CCC1CCCN(C(OCC2C=CC=CC=2)=O)C1. (4) Given the product [Cl:1][C:2]1[CH:7]=[C:6]([O:8][C:9]([F:10])([F:12])[F:11])[CH:5]=[C:4]([Cl:13])[C:3]=1[NH:14][C:15]([NH:17][C:18]1[CH:19]=[C:20]([C:39]2[CH:40]=[CH:41][C:42]([O:45][CH3:46])=[CH:43][CH:44]=2)[CH:21]=[CH:22][C:23]=1[C:24]([NH:26][C@H:27]([C:35]([O:37][CH3:38])=[O:36])[C@@H:28]([CH3:34])[O:29][C:30]([CH3:32])([CH3:33])[CH3:31])=[O:25])=[O:16], predict the reactants needed to synthesize it. The reactants are: [Cl:1][C:2]1[CH:7]=[C:6]([O:8][C:9]([F:12])([F:11])[F:10])[CH:5]=[C:4]([Cl:13])[C:3]=1[N:14]=[C:15]=[O:16].[NH2:17][C:18]1[CH:19]=[C:20]([C:39]2[CH:44]=[CH:43][C:42]([O:45][CH3:46])=[CH:41][CH:40]=2)[CH:21]=[CH:22][C:23]=1[C:24]([NH:26][C@H:27]([C:35]([O:37][CH3:38])=[O:36])[C@@H:28]([CH3:34])[O:29][C:30]([CH3:33])([CH3:32])[CH3:31])=[O:25].CCCCCC.C(OCC)(=O)C.